From a dataset of Reaction yield outcomes from USPTO patents with 853,638 reactions. Predict the reaction yield, written as a fraction of the theoretical maximum amount of product (1.0 means a 100% yield; for example, 0.34 means a 34% yield). (1) The reactants are [Cl:1][C:2]1[CH:13]=[CH:12][C:5]([CH2:6][CH:7]([C:10]#[N:11])[C:8]#[N:9])=[CH:4][CH:3]=1.[H-].[Na+].Br[CH2:17][CH2:18][F:19]. The catalyst is CN(C)C=O. The product is [Cl:1][C:2]1[CH:3]=[CH:4][C:5]([CH2:6][C:7]([CH2:17][CH2:18][F:19])([C:8]#[N:9])[C:10]#[N:11])=[CH:12][CH:13]=1. The yield is 0.220. (2) The reactants are [I:1][C:2]1[CH:3]=[C:4]2[C:8](=[CH:9][CH:10]=1)[NH:7][C:6](=[O:11])[C:5]2=O.[NH:13]([C:15]([C:17]1[CH:22]=[CH:21][C:20]([NH:23][C:24](=[O:33])[CH2:25][O:26][C:27]2[CH:32]=[CH:31][CH:30]=[CH:29][CH:28]=2)=[CH:19][CH:18]=1)=[O:16])[NH2:14]. The catalyst is C(O)(=O)C. The product is [I:1][C:2]1[CH:3]=[C:4]2[C:8](=[CH:9][CH:10]=1)[NH:7][C:6](=[O:11])[C:5]2=[N:14][NH:13][C:15]([C:17]1[CH:18]=[CH:19][C:20]([NH:23][C:24](=[O:33])[CH2:25][O:26][C:27]2[CH:28]=[CH:29][CH:30]=[CH:31][CH:32]=2)=[CH:21][CH:22]=1)=[O:16]. The yield is 0.820.